From a dataset of Forward reaction prediction with 1.9M reactions from USPTO patents (1976-2016). Predict the product of the given reaction. (1) Given the reactants [Cl:1][C:2]1[CH:7]=[CH:6][C:5]([C@@H:8]([O:11][Si](CC)(CC)CC)[CH2:9]I)=[CH:4][C:3]=1[NH:19][S:20]([CH3:23])(=[O:22])=[O:21].CCCC[N+](CCCC)(CCCC)CCCC.[F-].C1COCC1.C(OCC)(=O)C, predict the reaction product. The product is: [Cl:1][C:2]1[CH:7]=[CH:6][C:5]([C@@H:8]2[CH2:9][O:11]2)=[CH:4][C:3]=1[NH:19][S:20]([CH3:23])(=[O:22])=[O:21]. (2) Given the reactants Br[C:2]1[CH:3]=[C:4]([NH:18][C:19]([C:21]2[NH:22][C:23]3[C:28]([CH:29]=2)=[CH:27][CH:26]=[C:25]([NH:30][S:31]([CH3:34])(=[O:33])=[O:32])[CH:24]=3)=[O:20])[CH:5]=[C:6]([C:8]([C:11]2[CH:16]=[CH:15][C:14]([F:17])=[CH:13][CH:12]=2)([CH3:10])[CH3:9])[CH:7]=1.[C:35]([Si:37]([CH3:40])([CH3:39])[CH3:38])#[CH:36].CCN(CC)CC.O, predict the reaction product. The product is: [F:17][C:14]1[CH:13]=[CH:12][C:11]([C:8]([C:6]2[CH:5]=[C:4]([NH:18][C:19]([C:21]3[NH:22][C:23]4[C:28]([CH:29]=3)=[CH:27][CH:26]=[C:25]([NH:30][S:31]([CH3:34])(=[O:32])=[O:33])[CH:24]=4)=[O:20])[CH:3]=[C:2]([C:36]#[C:35][Si:37]([CH3:40])([CH3:39])[CH3:38])[CH:7]=2)([CH3:9])[CH3:10])=[CH:16][CH:15]=1. (3) The product is: [C:12]([O:11][C:9]([NH:1][C@@H:2]([CH2:3][CH2:4][CH2:5][CH3:6])[CH2:7][O:8][CH2:37][C:38]([O:40][CH2:41][CH3:42])=[O:39])=[O:10])([CH3:14])([CH3:13])[CH3:15]. Given the reactants [NH:1]([C:9]([O:11][C:12]([CH3:15])([CH3:14])[CH3:13])=[O:10])[C@H:2]([CH2:7][OH:8])[CH2:3][CH2:4][CH2:5][CH3:6].[H-].[Na+].C1OCCOCCOCCOCCOCCOC1.Br[CH2:37][C:38]([O:40][CH2:41][CH3:42])=[O:39], predict the reaction product. (4) The product is: [Br:30][C:31]1[N:32]=[CH:33][C:34]([C:7]2[N:6]=[C:5]3[N:9]([CH2:22][O:23][CH2:24][CH2:25][Si:26]([CH3:29])([CH3:28])[CH3:27])[C:10]([O:12][C@H:13]4[C@H:17]5[O:18][CH2:19][C@@H:20]([OH:21])[C@H:16]5[O:15][CH2:14]4)=[N:11][C:4]3=[CH:3][C:2]=2[Cl:1])=[CH:35][CH:36]=1. Given the reactants [Cl:1][C:2]1[CH:3]=[C:4]2[N:11]=[C:10]([O:12][CH:13]3[CH:17]4[O:18][CH2:19][CH:20]([OH:21])[CH:16]4[O:15][CH2:14]3)[N:9]([CH2:22][O:23][CH2:24][CH2:25][Si:26]([CH3:29])([CH3:28])[CH3:27])[C:5]2=[N:6][C:7]=1I.[Br:30][C:31]1[CH:36]=[CH:35][C:34](B(O)O)=[CH:33][N:32]=1, predict the reaction product. (5) Given the reactants [NH2:1][C:2]1[CH:7]=[CH:6][C:5]([N+:8]([O-:10])=[O:9])=[CH:4][N:3]=1.Cl/[C:12](/[C:15]([O:17][CH2:18][CH3:19])=[O:16])=[CH:13]/[O-].[K+].S(=O)(=O)(O)O, predict the reaction product. The product is: [N+:8]([C:5]1[CH:6]=[CH:7][C:2]2[N:3]([C:12]([C:15]([O:17][CH2:18][CH3:19])=[O:16])=[CH:13][N:1]=2)[CH:4]=1)([O-:10])=[O:9].